From a dataset of Forward reaction prediction with 1.9M reactions from USPTO patents (1976-2016). Predict the product of the given reaction. Given the reactants [CH2:1]([O:8][C:9]1[CH:14]=[CH:13][C:12](B(O)O)=[CH:11][CH:10]=1)[C:2]1[CH:7]=[CH:6][CH:5]=[CH:4][CH:3]=1.Br[C:19]1[CH:20]=[C:21]([C:28]([OH:30])=[O:29])[CH:22]=[C:23]([CH:27]=1)[C:24]([OH:26])=[O:25], predict the reaction product. The product is: [CH2:1]([O:8][C:9]1[CH:14]=[CH:13][C:12]([C:19]2[CH:27]=[C:23]([C:24]([OH:26])=[O:25])[CH:22]=[C:21]([C:28]([OH:30])=[O:29])[CH:20]=2)=[CH:11][CH:10]=1)[C:2]1[CH:7]=[CH:6][CH:5]=[CH:4][CH:3]=1.